Dataset: Experimentally validated miRNA-target interactions with 360,000+ pairs, plus equal number of negative samples. Task: Binary Classification. Given a miRNA mature sequence and a target amino acid sequence, predict their likelihood of interaction. The miRNA is hsa-miR-432-5p with sequence UCUUGGAGUAGGUCAUUGGGUGG. The protein sequence of the target gene is MCGDCVEKEYPNRGTTCLENGSFLLNFAGCAVCSKRDFMLITNRSLKEEDGEEIVTYDHLCKNCHHVVARHEYTFSIMDEFQEYTMLCLLCGKAEDTISILPDDPRQMTLLF. Result: 0 (no interaction).